Predict which catalyst facilitates the given reaction. From a dataset of Catalyst prediction with 721,799 reactions and 888 catalyst types from USPTO. (1) Reactant: [CH3:1][O:2][CH2:3][O:4][C:5]1[CH:10]=[C:9]([O:11][CH2:12][O:13][CH3:14])[CH:8]=[CH:7][C:6]=1[CH:15]1[CH2:20][CH2:19][C:18](=[CH:21][C:22]([O:24][CH3:25])=[O:23])[CH2:17][CH2:16]1. Product: [CH3:1][O:2][CH2:3][O:4][C:5]1[CH:10]=[C:9]([O:11][CH2:12][O:13][CH3:14])[CH:8]=[CH:7][C:6]=1[C@H:15]1[CH2:16][CH2:17][C@H:18]([CH2:21][C:22]([O:24][CH3:25])=[O:23])[CH2:19][CH2:20]1. The catalyst class is: 63. (2) Reactant: [O:1]1[CH:5]=[CH:4][CH:3]=[C:2]1[C:6]1[NH:11][C:10](=O)[C:9]2=[C:13]([CH3:17])[N:14]=[C:15]([CH3:16])[N:8]2[N:7]=1.P(Cl)(Cl)(Cl)=O.[NH:23]1[CH:27]=[N:26][CH:25]=[N:24]1. Product: [O:1]1[CH:5]=[CH:4][CH:3]=[C:2]1[C:6]1[N:11]=[C:10]([N:23]2[CH:27]=[N:26][CH:25]=[N:24]2)[C:9]2=[C:13]([CH3:17])[N:14]=[C:15]([CH3:16])[N:8]2[N:7]=1. The catalyst class is: 17.